From a dataset of Forward reaction prediction with 1.9M reactions from USPTO patents (1976-2016). Predict the product of the given reaction. (1) Given the reactants [C:1]([C:4]1[CH:5]=[C:6]([Br:13])[CH:7]=[CH:8][C:9]=1[N+:10]([O-:12])=[O:11])(=[O:3])[CH3:2].[BH4-].[Na+].O, predict the reaction product. The product is: [Br:13][C:6]1[CH:7]=[CH:8][C:9]([N+:10]([O-:12])=[O:11])=[C:4]([CH:1]([OH:3])[CH3:2])[CH:5]=1. (2) The product is: [CH2:21]([N:4]([CH2:3][C:2]([F:17])([F:18])[F:1])[C:5]1[C:14]2[C:9](=[CH:10][CH:11]=[CH:12][CH:13]=2)[C:8]([C:15]#[N:16])=[CH:7][CH:6]=1)[CH:20]=[CH2:19]. Given the reactants [F:1][C:2]([F:18])([F:17])[CH2:3][NH:4][C:5]1[C:14]2[C:9](=[CH:10][CH:11]=[CH:12][CH:13]=2)[C:8]([C:15]#[N:16])=[CH:7][CH:6]=1.[CH2:19](Br)[CH:20]=[CH2:21], predict the reaction product. (3) Given the reactants C(N[CH:5]([CH3:7])[CH3:6])(C)C.[Li]CCCC.[C:13]1([CH2:19][C:20]#[N:21])[CH:18]=[CH:17][CH:16]=[CH:15][CH:14]=1.BrCC=C, predict the reaction product. The product is: [C:13]1([CH:19]([CH2:7][CH:5]=[CH2:6])[C:20]#[N:21])[CH:18]=[CH:17][CH:16]=[CH:15][CH:14]=1. (4) Given the reactants [Cl:1][C:2]1[C:7]2[O:8][CH2:9][O:10][C:6]=2[CH:5]=[C:4](B(O)O)[CH:3]=1.I[C:15]1[N:20]=[C:19]([NH2:21])[N:18]=[C:17]([NH:22][CH3:23])[CH:16]=1, predict the reaction product. The product is: [Cl:1][C:2]1[C:7]2[O:8][CH2:9][O:10][C:6]=2[CH:5]=[C:4]([C:15]2[N:20]=[C:19]([NH2:21])[N:18]=[C:17]([NH:22][CH3:23])[CH:16]=2)[CH:3]=1. (5) Given the reactants [NH:1]([C:8]1[CH:16]=[C:15]([C:17](O)=[O:18])[C:14]([NH:20][C:21]2[CH:26]=[CH:25][CH:24]=[CH:23][CH:22]=2)=[CH:13][C:9]=1[C:10](O)=[O:11])[C:2]1[CH:7]=[CH:6][CH:5]=[CH:4][CH:3]=1.P(=O)(O)(O)O, predict the reaction product. The product is: [CH:24]1[CH:25]=[C:26]2[C:17]([C:15]3[C:14]([NH:20][C:21]2=[CH:22][CH:23]=1)=[CH:13][C:9]1[C:10]([C:7]2[C:2]([NH:1][C:8]=1[CH:16]=3)=[CH:3][CH:4]=[CH:5][CH:6]=2)=[O:11])=[O:18]. (6) Given the reactants [C:1]([C:6]([C:24]([O:26][CH2:27][CH3:28])=[O:25])=[CH:7][C:8]1[CH:9]=[C:10]([C:19]([O:21][CH2:22][CH3:23])=[O:20])[C:11](=[O:18])[N:12]2[C:17]=1[CH:16]=[CH:15][CH:14]=[CH:13]2)([O:3][CH2:4][CH3:5])=[O:2].[BH3-]C#N.[Na+].O, predict the reaction product. The product is: [C:24]([CH:6]([C:1]([O:3][CH2:4][CH3:5])=[O:2])[CH2:7][C:8]1[CH:9]=[C:10]([C:19]([O:21][CH2:22][CH3:23])=[O:20])[C:11](=[O:18])[N:12]2[C:17]=1[CH:16]=[CH:15][CH:14]=[CH:13]2)([O:26][CH2:27][CH3:28])=[O:25].